Dataset: Full USPTO retrosynthesis dataset with 1.9M reactions from patents (1976-2016). Task: Predict the reactants needed to synthesize the given product. (1) Given the product [F:1][C:2]([F:17])([F:16])[C:3]([C:9]1[CH:14]=[CH:13][C:12]([B:21]2[O:22][C:23]([CH3:25])([CH3:24])[C:19]([CH3:35])([CH3:18])[O:20]2)=[CH:11][CH:10]=1)([OH:8])[C:4]([F:7])([F:6])[F:5], predict the reactants needed to synthesize it. The reactants are: [F:1][C:2]([F:17])([F:16])[C:3]([C:9]1[CH:14]=[CH:13][C:12](I)=[CH:11][CH:10]=1)([OH:8])[C:4]([F:7])([F:6])[F:5].[CH3:18][C:19]1([CH3:35])[C:23]([CH3:25])([CH3:24])[O:22][B:21]([B:21]2[O:22][C:23]([CH3:25])([CH3:24])[C:19]([CH3:35])([CH3:18])[O:20]2)[O:20]1.CC([O-])=O.[K+]. (2) Given the product [CH2:12]([O:11][C:7]1[CH:6]=[C:5]2[C:10](=[CH:9][CH:8]=1)[CH2:21][NH:1][CH2:2][CH:3]2[OH:4])[C:13]1[CH:18]=[CH:17][CH:16]=[CH:15][CH:14]=1, predict the reactants needed to synthesize it. The reactants are: [NH2:1][CH2:2][CH:3]([C:5]1[CH:10]=[CH:9][CH:8]=[C:7]([O:11][CH2:12][C:13]2[CH:18]=[CH:17][CH:16]=[CH:15][CH:14]=2)[CH:6]=1)[OH:4].C=O.[C:21](O)(C(F)(F)F)=O.C([O-])(O)=O.[Na+]. (3) Given the product [NH2:1][C:2]1[CH:7]=[CH:6][C:5]([O:8][C:16]2[CH:21]=[CH:20][N:19]=[C:18]([C:22]([NH:24][CH3:25])=[O:23])[CH:17]=2)=[CH:4][CH:3]=1, predict the reactants needed to synthesize it. The reactants are: [NH2:1][C:2]1[CH:7]=[CH:6][C:5]([OH:8])=[CH:4][CH:3]=1.C(=O)([O-])[O-].[Cs+].[Cs+].Cl[C:16]1[CH:21]=[CH:20][N:19]=[C:18]([C:22]([NH:24][CH3:25])=[O:23])[CH:17]=1. (4) Given the product [Cl:14][C:15]1[C:16]([C:22]2([OH:21])[CH2:23][CH2:24][N:25]([C:28]([O:30][C:31]([CH3:33])([CH3:32])[CH3:34])=[O:29])[CH2:26][CH2:27]2)=[N:17][CH:18]=[CH:19][CH:20]=1, predict the reactants needed to synthesize it. The reactants are: N12CCN(CC1)CC2.C([Li])CCC.[Cl:14][C:15]1[CH:16]=[N:17][CH:18]=[CH:19][CH:20]=1.[O:21]=[C:22]1[CH2:27][CH2:26][N:25]([C:28]([O:30][C:31]([CH3:34])([CH3:33])[CH3:32])=[O:29])[CH2:24][CH2:23]1. (5) The reactants are: [Si]([O:8][C:9]1([C:12]2[CH:31]=[CH:30][C:15]([N:16]=C(C3C=CC=CC=3)C3C=CC=CC=3)=[CH:14][C:13]=2[F:32])[CH2:11][CH2:10]1)(C(C)(C)C)(C)C.Cl. Given the product [NH2:16][C:15]1[CH:30]=[CH:31][C:12]([C:9]2([OH:8])[CH2:10][CH2:11]2)=[C:13]([F:32])[CH:14]=1, predict the reactants needed to synthesize it. (6) Given the product [CH:15]([C:12]1[O:11][C:10]([C:7]2[CH:8]=[CH:9][C:4]([C:3]([OH:17])=[O:2])=[CH:5][CH:6]=2)=[CH:14][CH:13]=1)=[O:16], predict the reactants needed to synthesize it. The reactants are: C[O:2][C:3](=[O:17])[C:4]1[CH:9]=[CH:8][C:7]([C:10]2[O:11][C:12]([CH:15]=[O:16])=[CH:13][CH:14]=2)=[CH:6][CH:5]=1.[OH-].[Li+].Cl.